This data is from Reaction yield outcomes from USPTO patents with 853,638 reactions. The task is: Predict the reaction yield, written as a fraction of the theoretical maximum amount of product (1.0 means a 100% yield; for example, 0.34 means a 34% yield). The reactants are [N+:1]([C:4]1[CH:5]=[C:6]([NH2:10])[CH:7]=[CH:8][CH:9]=1)([O-:3])=[O:2].[N:11]([O-])=O.[Na+].[Cl:15][Sn]Cl.O. The catalyst is O.Cl. The product is [ClH:15].[N+:1]([C:4]1[CH:5]=[C:6]([NH:10][NH2:11])[CH:7]=[CH:8][CH:9]=1)([O-:3])=[O:2]. The yield is 0.730.